Dataset: Reaction yield outcomes from USPTO patents with 853,638 reactions. Task: Predict the reaction yield, written as a fraction of the theoretical maximum amount of product (1.0 means a 100% yield; for example, 0.34 means a 34% yield). (1) The reactants are [CH3:1][C:2]1([CH3:22])[CH:6]([C:7]2[CH:12]=[CH:11][C:10]([CH3:13])=[CH:9][CH:8]=2)[C:5]2[C:14]([CH3:21])=[C:15]([NH2:20])[C:16]([CH3:19])=[C:17]([CH3:18])[C:4]=2[O:3]1.Cl[CH2:24][C:25]1[CH:30]=[C:29]([O:31][CH3:32])[C:28]([O:33][CH3:34])=[CH:27][C:26]=1[CH2:35]Cl.C(=O)([O-])[O-].[Na+].[Na+]. The catalyst is O1CCCC1.[I-].C([N+](CCCC)(CCCC)CCCC)CCC. The product is [CH3:34][O:33][C:28]1[CH:27]=[C:26]2[C:25](=[CH:30][C:29]=1[O:31][CH3:32])[CH2:24][N:20]([C:15]1[C:16]([CH3:19])=[C:17]([CH3:18])[C:4]3[O:3][C:2]([CH3:22])([CH3:1])[CH:6]([C:7]4[CH:8]=[CH:9][C:10]([CH3:13])=[CH:11][CH:12]=4)[C:5]=3[C:14]=1[CH3:21])[CH2:35]2. The yield is 0.160. (2) The reactants are [F:8][C:7]([F:10])([F:9])[C:6](O[C:6](=[O:11])[C:7]([F:10])([F:9])[F:8])=[O:11].[NH:14]1[C:18]2[CH:19]=[CH:20][CH:21]=[CH:22][C:17]=2[N:16]=[C:15]1[C:23]1[C:27]([NH2:28])=[CH:26][NH:25][N:24]=1. The catalyst is N1C=CC=CC=1. The product is [NH:16]1[C:17]2[CH:22]=[CH:21][CH:20]=[CH:19][C:18]=2[N:14]=[C:15]1[C:23]1[C:27]([NH:28][C:6](=[O:11])[C:7]([F:8])([F:9])[F:10])=[CH:26][NH:25][N:24]=1. The yield is 0.320. (3) The reactants are [CH:1]([N:4]([CH3:22])[C@@H:5]1[CH2:10][CH2:9][C@H:8]([NH2:11])[C@H:7]([CH2:12][S:13]([C:16]2[CH:21]=[CH:20][CH:19]=[CH:18][CH:17]=2)(=[O:15])=[O:14])[CH2:6]1)([CH3:3])[CH3:2].Cl.CN(C)CCCN=C=NCC.O.ON1C2C=CC=CC=2N=N1.CCN(CC)CC.[N:53]1[CH:58]=[CH:57][CH:56]=[C:55]([CH2:59][CH2:60][C:61](O)=[O:62])[CH:54]=1. The yield is 0.660. The product is [CH:1]([N:4]([CH3:22])[C@@H:5]1[CH2:10][CH2:9][C@H:8]([NH:11][C:61](=[O:62])[CH2:60][CH2:59][C:55]2[CH:54]=[N:53][CH:58]=[CH:57][CH:56]=2)[C@H:7]([CH2:12][S:13]([C:16]2[CH:17]=[CH:18][CH:19]=[CH:20][CH:21]=2)(=[O:14])=[O:15])[CH2:6]1)([CH3:3])[CH3:2]. The catalyst is C(Cl)Cl. (4) The reactants are Cl[C:2]1[N:9]=[C:8]([CH3:10])[C:7]([C:11]([CH:13]2[CH2:15][CH2:14]2)=[O:12])=[CH:6][C:3]=1[C:4]#[N:5].Cl.[Cl:17][C:18]1[S:22][C:21]([S:23]([NH:26][C:27]([CH:29]2[CH2:34][CH2:33][NH:32][CH2:31][CH2:30]2)=[O:28])(=[O:25])=[O:24])=[CH:20][CH:19]=1.CCN(C(C)C)C(C)C. The catalyst is CN(C=O)C. The product is [Cl:17][C:18]1[S:22][C:21]([S:23]([NH:26][C:27]([CH:29]2[CH2:34][CH2:33][N:32]([C:2]3[C:3]([C:4]#[N:5])=[CH:6][C:7]([C:11]([CH:13]4[CH2:15][CH2:14]4)=[O:12])=[C:8]([CH3:10])[N:9]=3)[CH2:31][CH2:30]2)=[O:28])(=[O:24])=[O:25])=[CH:20][CH:19]=1. The yield is 0.500. (5) The reactants are [CH2:1]([OH:7])[CH2:2][O:3][CH2:4][CH2:5][OH:6].C[Si]([N-][Si](C)(C)C)(C)C.[Li+].[CH:18]1([NH:21][C:22]([C:24]2[S:37][C:27]3=[N:28][C:29](S(C)=O)=[C:30]([Cl:33])[C:31]([CH3:32])=[C:26]3[C:25]=2[NH2:38])=[O:23])[CH2:20][CH2:19]1. The catalyst is C1COCC1. The product is [CH:18]1([NH:21][C:22]([C:24]2[S:37][C:27]3=[N:28][C:29]([O:7][CH2:1][CH2:2][O:3][CH2:4][CH2:5][OH:6])=[C:30]([Cl:33])[C:31]([CH3:32])=[C:26]3[C:25]=2[NH2:38])=[O:23])[CH2:20][CH2:19]1. The yield is 0.390. (6) The reactants are [NH2:1][C:2]1[CH:10]=[C:9]([Br:11])[CH:8]=[CH:7][C:3]=1[C:4]([OH:6])=[O:5].CN(C)C=O.C(N(CC)CC)C.[C:24](O[C:24]([O:26][C:27]([CH3:30])([CH3:29])[CH3:28])=[O:25])([O:26][C:27]([CH3:30])([CH3:29])[CH3:28])=[O:25]. The catalyst is O. The product is [Br:11][C:9]1[CH:8]=[CH:7][C:3]([C:4]([OH:6])=[O:5])=[C:2]([NH:1][C:24]([O:26][C:27]([CH3:30])([CH3:29])[CH3:28])=[O:25])[CH:10]=1. The yield is 0.940.